This data is from NCI-60 drug combinations with 297,098 pairs across 59 cell lines. The task is: Regression. Given two drug SMILES strings and cell line genomic features, predict the synergy score measuring deviation from expected non-interaction effect. (1) Drug 1: C1CCC(CC1)NC(=O)N(CCCl)N=O. Drug 2: C1=NC2=C(N=C(N=C2N1C3C(C(C(O3)CO)O)F)Cl)N. Cell line: 786-0. Synergy scores: CSS=20.3, Synergy_ZIP=-9.49, Synergy_Bliss=-8.02, Synergy_Loewe=-24.1, Synergy_HSA=-5.55. (2) Drug 1: C1CN1P(=S)(N2CC2)N3CC3. Drug 2: C1CC(=O)NC(=O)C1N2C(=O)C3=CC=CC=C3C2=O. Cell line: MOLT-4. Synergy scores: CSS=49.4, Synergy_ZIP=0.430, Synergy_Bliss=0.199, Synergy_Loewe=-31.3, Synergy_HSA=-1.59. (3) Drug 1: C1CN1P(=S)(N2CC2)N3CC3. Drug 2: CC1CCCC2(C(O2)CC(NC(=O)CC(C(C(=O)C(C1O)C)(C)C)O)C(=CC3=CSC(=N3)C)C)C. Cell line: U251. Synergy scores: CSS=56.6, Synergy_ZIP=-2.43, Synergy_Bliss=-1.42, Synergy_Loewe=-11.8, Synergy_HSA=1.17. (4) Drug 1: CC1=CC2C(CCC3(C2CCC3(C(=O)C)OC(=O)C)C)C4(C1=CC(=O)CC4)C. Drug 2: C1=CN(C=N1)CC(O)(P(=O)(O)O)P(=O)(O)O. Cell line: DU-145. Synergy scores: CSS=-2.53, Synergy_ZIP=1.89, Synergy_Bliss=1.51, Synergy_Loewe=-4.44, Synergy_HSA=-3.35. (5) Drug 1: C1CN1P(=S)(N2CC2)N3CC3. Drug 2: C1=CN(C=N1)CC(O)(P(=O)(O)O)P(=O)(O)O. Cell line: NCI-H460. Synergy scores: CSS=57.0, Synergy_ZIP=-0.265, Synergy_Bliss=-1.91, Synergy_Loewe=-6.43, Synergy_HSA=-2.20. (6) Drug 1: CCC1=CC2CC(C3=C(CN(C2)C1)C4=CC=CC=C4N3)(C5=C(C=C6C(=C5)C78CCN9C7C(C=CC9)(C(C(C8N6C)(C(=O)OC)O)OC(=O)C)CC)OC)C(=O)OC.C(C(C(=O)O)O)(C(=O)O)O. Drug 2: CN1C2=C(C=C(C=C2)N(CCCl)CCCl)N=C1CCCC(=O)O.Cl. Cell line: UACC62. Synergy scores: CSS=40.1, Synergy_ZIP=-6.46, Synergy_Bliss=-5.27, Synergy_Loewe=-14.9, Synergy_HSA=-4.30. (7) Drug 1: CC1=CC2C(CCC3(C2CCC3(C(=O)C)OC(=O)C)C)C4(C1=CC(=O)CC4)C. Drug 2: C1=NC2=C(N1)C(=S)N=C(N2)N. Cell line: NCI-H226. Synergy scores: CSS=3.02, Synergy_ZIP=-2.12, Synergy_Bliss=0.330, Synergy_Loewe=-24.0, Synergy_HSA=-7.97.